From a dataset of NCI-60 drug combinations with 297,098 pairs across 59 cell lines. Regression. Given two drug SMILES strings and cell line genomic features, predict the synergy score measuring deviation from expected non-interaction effect. (1) Drug 1: CCCS(=O)(=O)NC1=C(C(=C(C=C1)F)C(=O)C2=CNC3=C2C=C(C=N3)C4=CC=C(C=C4)Cl)F. Drug 2: C1=CC(=C2C(=C1NCCNCCO)C(=O)C3=C(C=CC(=C3C2=O)O)O)NCCNCCO. Cell line: OVCAR3. Synergy scores: CSS=34.4, Synergy_ZIP=6.41, Synergy_Bliss=6.10, Synergy_Loewe=-2.89, Synergy_HSA=5.05. (2) Drug 1: C1=NC2=C(N=C(N=C2N1C3C(C(C(O3)CO)O)O)F)N. Drug 2: CC1C(C(CC(O1)OC2CC(CC3=C2C(=C4C(=C3O)C(=O)C5=C(C4=O)C(=CC=C5)OC)O)(C(=O)CO)O)N)O.Cl. Cell line: MOLT-4. Synergy scores: CSS=53.4, Synergy_ZIP=1.05, Synergy_Bliss=2.62, Synergy_Loewe=-7.34, Synergy_HSA=2.70. (3) Drug 1: CC1=CC=C(C=C1)C2=CC(=NN2C3=CC=C(C=C3)S(=O)(=O)N)C(F)(F)F. Drug 2: CN1C(=O)N2C=NC(=C2N=N1)C(=O)N. Cell line: OVCAR3. Synergy scores: CSS=13.0, Synergy_ZIP=13.4, Synergy_Bliss=22.2, Synergy_Loewe=13.3, Synergy_HSA=13.6. (4) Drug 1: C1=CC(=C(C=C1I)F)NC2=C(C=CC(=C2F)F)C(=O)NOCC(CO)O. Drug 2: CC1(CCCN1)C2=NC3=C(C=CC=C3N2)C(=O)N. Cell line: SK-OV-3. Synergy scores: CSS=7.13, Synergy_ZIP=-0.754, Synergy_Bliss=1.15, Synergy_Loewe=-8.51, Synergy_HSA=-1.15. (5) Drug 1: CN(C)C1=NC(=NC(=N1)N(C)C)N(C)C. Drug 2: CN1C(=O)N2C=NC(=C2N=N1)C(=O)N. Cell line: LOX IMVI. Synergy scores: CSS=7.84, Synergy_ZIP=-2.55, Synergy_Bliss=-2.82, Synergy_Loewe=-2.13, Synergy_HSA=-0.977. (6) Drug 1: CC1=C2C(C(=O)C3(C(CC4C(C3C(C(C2(C)C)(CC1OC(=O)C(C(C5=CC=CC=C5)NC(=O)OC(C)(C)C)O)O)OC(=O)C6=CC=CC=C6)(CO4)OC(=O)C)O)C)O. Drug 2: C1=NC2=C(N1)C(=S)N=CN2. Cell line: HCC-2998. Synergy scores: CSS=70.0, Synergy_ZIP=8.10, Synergy_Bliss=9.56, Synergy_Loewe=-20.8, Synergy_HSA=5.76.